This data is from Peptide-MHC class I binding affinity with 185,985 pairs from IEDB/IMGT. The task is: Regression. Given a peptide amino acid sequence and an MHC pseudo amino acid sequence, predict their binding affinity value. This is MHC class I binding data. The peptide sequence is FLLMDALKL. The MHC is HLA-A03:01 with pseudo-sequence HLA-A03:01. The binding affinity (normalized) is 0.0847.